Predict which catalyst facilitates the given reaction. From a dataset of Catalyst prediction with 721,799 reactions and 888 catalyst types from USPTO. Reactant: [NH2:1][CH2:2][C@@H:3]1[CH2:7][C@H:6]([O:8][C:9]2[C:18]3[C:13](=[CH:14][CH:15]=[C:16]([O:19][CH3:20])[CH:17]=3)[N:12]=[CH:11][N:10]=2)[CH2:5][N:4]1[CH2:21][C@H:22]1[O:26][C:25](=[O:27])[N:24]([C:28]2[CH:29]=[CH:30][C:31]3[S:36][CH2:35][C:34](=[O:37])[NH:33][C:32]=3[CH:38]=2)[CH2:23]1.[CH3:39][C:40](O)=[O:41].CCN(C(C)C)C(C)C.C1C=CC2N(O)N=NC=2C=1.C(Cl)CCl. Product: [CH3:20][O:19][C:16]1[CH:17]=[C:18]2[C:13](=[CH:14][CH:15]=1)[N:12]=[CH:11][N:10]=[C:9]2[O:8][C@@H:6]1[CH2:5][N:4]([CH2:21][C@H:22]2[O:26][C:25](=[O:27])[N:24]([C:28]3[CH:29]=[CH:30][C:31]4[S:36][CH2:35][C:34](=[O:37])[NH:33][C:32]=4[CH:38]=3)[CH2:23]2)[C@H:3]([CH2:2][NH:1][C:40](=[O:41])[CH3:39])[CH2:7]1. The catalyst class is: 18.